This data is from Catalyst prediction with 721,799 reactions and 888 catalyst types from USPTO. The task is: Predict which catalyst facilitates the given reaction. (1) Reactant: [NH:1]1[CH:5]=[CH:4][C:3]([C:6]([OH:8])=O)=[N:2]1.C(N(CC)C(C)C)(C)C.CN(C(ON1N=NC2C=CC=CC1=2)=[N+](C)C)C.[B-](F)(F)(F)F.[F:40][C:41]1[CH:47]=[CH:46][CH:45]=[C:44]([F:48])[C:42]=1[NH2:43]. Product: [F:40][C:41]1[CH:47]=[CH:46][CH:45]=[C:44]([F:48])[C:42]=1[NH:43][C:6]([C:3]1[CH:4]=[CH:5][NH:1][N:2]=1)=[O:8]. The catalyst class is: 35. (2) Reactant: [CH2:1]([O:3][C:4]([C:6]1([NH:15][C:16](=[O:25])[C:17]2[CH:22]=[CH:21][CH:20]=[C:19]([CH3:23])[C:18]=2[OH:24])[CH2:14][C:13]2[C:8](=[CH:9][CH:10]=[CH:11][CH:12]=2)[CH2:7]1)=[O:5])[CH3:2].C([O-])([O-])=O.[Cs+].[Cs+].Br[CH2:33][CH:34]1[CH2:36][CH2:35]1. Product: [CH2:1]([O:3][C:4]([C:6]1([NH:15][C:16](=[O:25])[C:17]2[CH:22]=[CH:21][CH:20]=[C:19]([CH3:23])[C:18]=2[O:24][CH2:33][CH:34]2[CH2:36][CH2:35]2)[CH2:7][C:8]2[C:13](=[CH:12][CH:11]=[CH:10][CH:9]=2)[CH2:14]1)=[O:5])[CH3:2]. The catalyst class is: 3. (3) Reactant: C(S)[C@@H:2]([OH:7])[C@H:3](O)[CH2:4]S.[CH2:9]([C:17]1[C:18]([NH:20][C:21](=O)[CH:22]=1)=[O:19])[CH2:10][CH2:11][CH2:12][CH2:13]CCC. Product: [CH2:21]([N:20]1[C:18](=[O:19])[CH:4]=[CH:3][C:2]1=[O:7])[CH2:22][CH2:17][CH2:9][CH2:10][CH2:11][CH2:12][CH3:13]. The catalyst class is: 16. (4) Reactant: [N:1]1[NH:2][N:3]=[N:4][C:5]=1[C:6]1[CH:7]=[C:8]([C:12]2[N:13]=[C:14](Cl)[C:15]3[C:16](=[CH:18][N:19](CC4C=CC(OC)=CC=4)[N:20]=3)[N:17]=2)[CH:9]=[CH:10][CH:11]=1.[CH3:31][O:32][C:33]1[CH:34]=[C:35]([CH:37]=[CH:38][C:39]=1[O:40][CH3:41])[NH2:36].Cl. Product: [N:1]1[NH:2][N:3]=[N:4][C:5]=1[C:6]1[CH:7]=[C:8]([C:12]2[N:13]=[C:14]([NH:36][C:35]3[CH:37]=[CH:38][C:39]([O:40][CH3:41])=[C:33]([O:32][CH3:31])[CH:34]=3)[C:15]3[NH:20][N:19]=[CH:18][C:16]=3[N:17]=2)[CH:9]=[CH:10][CH:11]=1. The catalyst class is: 71.